From a dataset of Forward reaction prediction with 1.9M reactions from USPTO patents (1976-2016). Predict the product of the given reaction. Given the reactants Br[C:2]1[CH:9]=[CH:8][C:5]([C:6]#[N:7])=[CH:4][N:3]=1.[CH3:10][N:11]1[CH:15]=[C:14](B2OC(C)(C)C(C)(C)O2)[CH:13]=[N:12]1.C(=O)([O-])[O-].[Na+].[Na+].O, predict the reaction product. The product is: [CH3:10][N:11]1[CH:15]=[C:14]([C:2]2[CH:9]=[CH:8][C:5]([C:6]#[N:7])=[CH:4][N:3]=2)[CH:13]=[N:12]1.